Task: Predict the product of the given reaction.. Dataset: Forward reaction prediction with 1.9M reactions from USPTO patents (1976-2016) (1) Given the reactants C[O:2][C:3](=[O:28])[CH2:4][C:5]1[C:9]2[C:10]([Cl:27])=[CH:11][C:12]([O:15][CH2:16][C:17]3[N:21]([CH3:22])[N:20]=[C:19]([C:23]([F:26])([F:25])[F:24])[CH:18]=3)=[C:13]([Cl:14])[C:8]=2[S:7][CH:6]=1.C1COCC1.[OH-].[Na+].Cl, predict the reaction product. The product is: [Cl:27][C:10]1[C:9]2[C:5]([CH2:4][C:3]([OH:28])=[O:2])=[CH:6][S:7][C:8]=2[C:13]([Cl:14])=[C:12]([O:15][CH2:16][C:17]2[N:21]([CH3:22])[N:20]=[C:19]([C:23]([F:25])([F:26])[F:24])[CH:18]=2)[CH:11]=1. (2) Given the reactants C(OC(=O)[NH:7][C:8]1[CH:13]=[C:12]([O:14][CH2:15][CH3:16])[C:11]([C:17]([F:20])([F:19])[F:18])=[CH:10][C:9]=1[NH:21][C:22](=[O:45])[CH2:23][C:24](=O)[C:25]1[CH:30]=[CH:29][CH:28]=[C:27]([N:31]2[C:35]([CH2:36][O:37]C3CCCCO3)=[CH:34][N:33]=[N:32]2)[CH:26]=1)(C)(C)C.C(O)(C(F)(F)F)=O, predict the reaction product. The product is: [CH2:15]([O:14][C:12]1[C:11]([C:17]([F:20])([F:19])[F:18])=[CH:10][C:9]2[NH:21][C:22](=[O:45])[CH2:23][C:24]([C:25]3[CH:30]=[CH:29][CH:28]=[C:27]([N:31]4[C:35]([CH2:36][OH:37])=[CH:34][N:33]=[N:32]4)[CH:26]=3)=[N:7][C:8]=2[CH:13]=1)[CH3:16]. (3) Given the reactants CCN(C(C)C)C(C)C.[F:10][C:11]([F:28])([F:27])[O:12][C:13]1[CH:14]=[CH:15][CH:16]=[C:17]2[C:22]=1[O:21][C:20](=[O:23])[C:19]([C:24]([OH:26])=O)=[CH:18]2.CN(C(ON1N=NC2C=CC=NC1=2)=[N+](C)C)C.F[P-](F)(F)(F)(F)F.[F:53][C:54]([F:70])([F:69])[O:55][C:56]1[CH:61]=[CH:60][CH:59]=[CH:58][C:57]=1[C:62]1[CH:67]=[CH:66][CH:65]=[C:64]([NH2:68])[CH:63]=1, predict the reaction product. The product is: [F:53][C:54]([F:69])([F:70])[O:55][C:56]1[CH:61]=[CH:60][CH:59]=[CH:58][C:57]=1[C:62]1[CH:67]=[CH:66][CH:65]=[C:64]([NH:68][C:24]([C:19]2[C:20](=[O:23])[O:21][C:22]3[C:17]([CH:18]=2)=[CH:16][CH:15]=[CH:14][C:13]=3[O:12][C:11]([F:10])([F:28])[F:27])=[O:26])[CH:63]=1. (4) Given the reactants [C:1]([O:5][C:6]([N:8]1[CH2:13][CH2:12][N:11]([C:14]2[CH:15]=[CH:16][C:17]([OH:22])=[C:18]([CH:21]=2)[CH:19]=O)[CH2:10][CH2:9]1)=[O:7])([CH3:4])([CH3:3])[CH3:2].CN1C(=O)CCC1.C(=O)([O-])[O-].[K+].[K+].Br[CH2:37][C:38]([O:40][CH2:41][CH3:42])=[O:39], predict the reaction product. The product is: [C:1]([O:5][C:6]([N:8]1[CH2:9][CH2:10][N:11]([C:14]2[CH:15]=[CH:16][C:17]3[O:22][C:37]([C:38]([O:40][CH2:41][CH3:42])=[O:39])=[CH:19][C:18]=3[CH:21]=2)[CH2:12][CH2:13]1)=[O:7])([CH3:4])([CH3:2])[CH3:3].